From a dataset of Catalyst prediction with 721,799 reactions and 888 catalyst types from USPTO. Predict which catalyst facilitates the given reaction. (1) Reactant: O[NH:2][C:3]([C:5]1[C:6]2[CH:13]=[C:12]([C:14]([F:17])([F:16])[F:15])[NH:11][C:7]=2[N:8]=[CH:9][CH:10]=1)=[NH:4].[C:18]([O:21]C(=O)C)(=[O:20])[CH3:19]. Product: [C:18]([OH:21])(=[O:20])[CH3:19].[F:17][C:14]([F:15])([F:16])[C:12]1[NH:11][C:7]2[N:8]=[CH:9][CH:10]=[C:5]([C:3]([NH2:4])=[NH:2])[C:6]=2[CH:13]=1. The catalyst class is: 19. (2) Reactant: C(OC([N:8]1[CH2:13][CH2:12][C@H:11]([C:14]2[CH:19]=[CH:18][C:17]([Br:20])=[CH:16][CH:15]=2)[C@@H:10]([OH:21])[CH2:9]1)=O)(C)(C)C.[ClH:22].C(OCC)C. Product: [ClH:22].[Br:20][C:17]1[CH:18]=[CH:19][C:14]([C@H:11]2[CH2:12][CH2:13][NH:8][CH2:9][C@@H:10]2[OH:21])=[CH:15][CH:16]=1. The catalyst class is: 12. (3) Reactant: [OH:1][CH2:2][CH2:3][C@H:4]1[CH2:6][C@H:5]1[CH:7]1[CH2:12][CH2:11][N:10]([C:13]([O:15][C:16]([CH3:19])(C)C)=[O:14])[CH2:9][CH2:8]1.Cl.C(OC(Cl)=O)[C:22]1[CH:27]=[CH:26]C=[CH:24][CH:23]=1. Product: [OH:1][CH2:2][CH2:3][CH:4]1[CH2:6][CH:5]1[CH:7]1[CH2:8][CH2:9][N:10]([C:13]([O:15][CH2:16][C:19]2[CH:26]=[CH:27][CH:22]=[CH:23][CH:24]=2)=[O:14])[CH2:11][CH2:12]1. The catalyst class is: 12. (4) Reactant: [C:1]([C:4]1[CH:5]=[C:6]([NH:10]C(=O)C(F)(F)F)[CH:7]=[CH:8][CH:9]=1)(=[O:3])[CH3:2].[N+:17]([O-])([OH:19])=[O:18]. Product: [C:1]([C:4]1[CH:5]=[C:6]([NH2:10])[CH:7]=[CH:8][C:9]=1[N+:17]([O-:19])=[O:18])(=[O:3])[CH3:2]. The catalyst class is: 82. (5) Reactant: [CH:1]([C:18]1[CH:32]=[CH:31][C:21]([N:22]([CH2:27][CH2:28][O:29]C)[CH2:23][CH2:24][O:25]C)=[CH:20][CH:19]=1)([C:3]1[CH:17]=[CH:16][C:6]([N:7]([CH2:12][CH2:13][O:14]C)[CH2:8][CH2:9][O:10]C)=[CH:5][CH:4]=1)[CH3:2].B(Br)(Br)Br.C(=O)(O)[O-].[Na+]. Product: [CH:1]([C:3]1[CH:4]=[CH:5][C:6]([N:7]([CH2:12][CH2:13][OH:14])[CH2:8][CH2:9][OH:10])=[CH:16][CH:17]=1)([C:18]1[CH:19]=[CH:20][C:21]([N:22]([CH2:23][CH2:24][OH:25])[CH2:27][CH2:28][OH:29])=[CH:31][CH:32]=1)[CH3:2]. The catalyst class is: 4. (6) Reactant: [F:1][C:2]([F:11])([F:10])[CH2:3][CH2:4][CH:5]([C:8]#[N:9])[C:6]#[N:7].C(=O)([O-])[O-].[K+].[K+].Cl[CH2:19][C:20]1[CH:21]=[N:22][C:23]([C:26]([F:29])([F:28])[F:27])=[CH:24][CH:25]=1. Product: [F:29][C:26]([F:27])([F:28])[C:23]1[N:22]=[CH:21][C:20]([CH2:19][C:5]([CH2:4][CH2:3][C:2]([F:10])([F:11])[F:1])([C:8]#[N:9])[C:6]#[N:7])=[CH:25][CH:24]=1. The catalyst class is: 9.